From a dataset of Forward reaction prediction with 1.9M reactions from USPTO patents (1976-2016). Predict the product of the given reaction. (1) Given the reactants [F:1][C:2]1[C:3]2[CH:4]=[CH:5][CH:6]=[N:7][C:8]=2[C:9]2[O:15][CH2:14][CH2:13][O:12][C:10]=2[CH:11]=1.[CH2:16]([I:19])[CH:17]=[CH2:18], predict the reaction product. The product is: [I-:19].[F:1][C:2]1[C:3]2[CH:4]=[CH:5][CH:6]=[N+:7]([CH2:18][CH:17]=[CH2:16])[C:8]=2[C:9]2[O:15][CH2:14][CH2:13][O:12][C:10]=2[CH:11]=1. (2) The product is: [CH3:50][O:49][C:44]1[CH:45]=[CH:46][CH:47]=[CH:48][C:43]=1[O:42][CH2:41][CH2:40][NH:39][C:38]([N:15]1[CH2:16][C@H:17]([O:19][C:20]2[C:29]3[C:24](=[CH:25][C:26]([O:30][CH3:31])=[CH:27][CH:28]=3)[N:23]=[C:22]([C:32]3[CH:37]=[CH:36][CH:35]=[CH:34][CH:33]=3)[CH:21]=2)[CH2:18][C@H:14]1[C:12]([NH:11][C@:6]1([C:4]([OH:5])=[O:3])[CH2:8][C@H:7]1[CH:9]=[CH2:10])=[O:13])=[O:51]. Given the reactants C([O:3][C:4]([C@@:6]1([NH:11][C:12]([C@@H:14]2[CH2:18][C@@H:17]([O:19][C:20]3[C:29]4[C:24](=[CH:25][C:26]([O:30][CH3:31])=[CH:27][CH:28]=4)[N:23]=[C:22]([C:32]4[CH:37]=[CH:36][CH:35]=[CH:34][CH:33]=4)[CH:21]=3)[CH2:16][N:15]2[C:38](=[O:51])[NH:39][CH2:40][CH2:41][O:42][C:43]2[CH:48]=[CH:47][CH:46]=[CH:45][C:44]=2[O:49][CH3:50])=[O:13])[CH2:8][C@H:7]1[CH:9]=[CH2:10])=[O:5])C.[Li+].[OH-].CC(O)=O.C1(C)C=CC=CC=1, predict the reaction product. (3) Given the reactants [NH2:1][C:2]1[S:3][C:4]([S:7][CH:8]([CH3:11])[CH2:9][OH:10])=[CH:5][N:6]=1.N1C=CN=C1.[Si:17](Cl)([C:20]([CH3:23])([CH3:22])[CH3:21])([CH3:19])[CH3:18], predict the reaction product. The product is: [Si:17]([O:10][CH2:9][CH:8]([S:7][C:4]1[S:3][C:2]([NH2:1])=[N:6][CH:5]=1)[CH3:11])([C:20]([CH3:23])([CH3:22])[CH3:21])([CH3:19])[CH3:18]. (4) Given the reactants [N+:1]([C:4]1[N:5]=[C:6]2[N:11]([CH:12]=1)[CH2:10][CH2:9][C@H:8]([CH2:13][O:14][C:15]1[CH:20]=[CH:19][C:18]([N:21]3[CH2:26][CH2:25][CH:24]([NH:27][C:28]4[CH:33]=[CH:32][C:31]([O:34][CH2:35][C:36]5[CH:41]=[CH:40][C:39]([O:42][C:43]([F:46])([F:45])[F:44])=[CH:38][CH:37]=5)=[CH:30][CH:29]=4)[CH2:23][CH2:22]3)=[CH:17][CH:16]=1)[O:7]2)([O-:3])=[O:2].C=O.[C:49]([BH3-])#N.[Na+].C(=O)([O-])[O-].[K+].[K+], predict the reaction product. The product is: [CH3:49][N:27]([CH:24]1[CH2:23][CH2:22][N:21]([C:18]2[CH:17]=[CH:16][C:15]([O:14][CH2:13][C@@H:8]3[O:7][C:6]4=[N:5][C:4]([N+:1]([O-:3])=[O:2])=[CH:12][N:11]4[CH2:10][CH2:9]3)=[CH:20][CH:19]=2)[CH2:26][CH2:25]1)[C:28]1[CH:33]=[CH:32][C:31]([O:34][CH2:35][C:36]2[CH:37]=[CH:38][C:39]([O:42][C:43]([F:46])([F:45])[F:44])=[CH:40][CH:41]=2)=[CH:30][CH:29]=1. (5) Given the reactants [Cl:1][C:2]1[N:10]([CH2:11][CH:12]=[CH2:13])[C:9]2[C:8](=[O:14])[NH:7][C:6](=[O:15])[NH:5][C:4]=2[N:3]=1.I[CH2:17][CH2:18][CH3:19].C(=O)([O-])[O-].[Na+].[Na+], predict the reaction product. The product is: [Cl:1][C:2]1[N:10]([CH2:11][CH:12]=[CH2:13])[C:9]2[C:8](=[O:14])[NH:7][C:6](=[O:15])[N:5]([CH2:17][CH2:18][CH3:19])[C:4]=2[N:3]=1.